Dataset: Catalyst prediction with 721,799 reactions and 888 catalyst types from USPTO. Task: Predict which catalyst facilitates the given reaction. (1) Reactant: [CH3:1][O:2][C:3]1[C:4]([NH:12][CH2:13][C:14]2[CH:19]=[CH:18][N:17]=[CH:16][CH:15]=2)=[C:5]([CH:9]=[CH:10][CH:11]=1)[C:6]([OH:8])=O.C(N(CC)CC)C.C[N+](C)=C(N(C)C)ON1C2C=CC=CC=2N=N1.F[B-](F)(F)F.Cl.[CH3:50][C:51]1[S:52][CH:53]=[C:54]([CH2:56][O:57][NH2:58])[N:55]=1. Product: [CH3:1][O:2][C:3]1[C:4]([NH:12][CH2:13][C:14]2[CH:19]=[CH:18][N:17]=[CH:16][CH:15]=2)=[C:5]([CH:9]=[CH:10][CH:11]=1)[C:6]([NH:58][O:57][CH2:56][C:54]1[N:55]=[C:51]([CH3:50])[S:52][CH:53]=1)=[O:8]. The catalyst class is: 18. (2) Reactant: Cl[C:2]1[CH:7]=[C:6]([O:8][CH2:9][C:10]#[C:11][CH3:12])[N:5]=[CH:4][N:3]=1.C(=O)([O-])[O-].[K+].[K+].[F:19][C:20]1[C:25]([F:26])=[CH:24][C:23]([F:27])=[C:22]([F:28])[C:21]=1[OH:29].[Cl-].[NH4+]. Product: [F:19][C:20]1[C:25]([F:26])=[CH:24][C:23]([F:27])=[C:22]([F:28])[C:21]=1[O:29][C:2]1[CH:7]=[C:6]([O:8][CH2:9][C:10]#[C:11][CH3:12])[N:5]=[CH:4][N:3]=1. The catalyst class is: 9. (3) Reactant: [CH3:1][O:2][CH2:3][N:4]1[C:12]2[C:7](=[CH:8][C:9]([O:22][C:23]([F:26])([F:25])[F:24])=[CH:10][C:11]=2[NH:13][S:14]([C:17]2[S:18][CH:19]=[CH:20][CH:21]=2)(=[O:16])=[O:15])[CH:6]=[C:5]1[C:27]([O:29][CH2:30][CH3:31])=[O:28].[H-].[Na+].[CH3:34]N(C)C=O.CI. Product: [CH3:1][O:2][CH2:3][N:4]1[C:12]2[C:7](=[CH:8][C:9]([O:22][C:23]([F:25])([F:26])[F:24])=[CH:10][C:11]=2[N:13]([CH3:34])[S:14]([C:17]2[S:18][CH:19]=[CH:20][CH:21]=2)(=[O:16])=[O:15])[CH:6]=[C:5]1[C:27]([O:29][CH2:30][CH3:31])=[O:28]. The catalyst class is: 54. (4) Reactant: P(=O)(O)(O)O.[Cl:6][C:7]1[S:11][C:10]([CH2:12][CH2:13][CH2:14][C:15]([OH:17])=O)=[CH:9][CH:8]=1.C(O)(=O)C. Product: [Cl:6][C:7]1[S:11][C:10]2[CH2:12][CH2:13][CH2:14][C:15](=[O:17])[C:9]=2[CH:8]=1. The catalyst class is: 6. (5) Reactant: [Br:1][C:2]1[CH:7]=[CH:6][CH:5]=[CH:4][C:3]=1[S:8]([C:11]1[CH:18]=[CH:17][C:14]([CH:15]=O)=[CH:13][CH:12]=1)(=[O:10])=[O:9].[F:19][C:20]1[CH:32]=[C:31]([F:33])[CH:30]=[CH:29][C:21]=1[CH2:22]P(=O)(OC)OC.C1OCCOCCOCCOCCOC1.[H-].[Na+].C(=O)([O-])[O-].[Na+].[Na+]. Product: [Br:1][C:2]1[CH:7]=[CH:6][CH:5]=[CH:4][C:3]=1[S:8]([C:11]1[CH:18]=[CH:17][C:14](/[CH:15]=[CH:22]/[C:21]2[CH:29]=[CH:30][C:31]([F:33])=[CH:32][C:20]=2[F:19])=[CH:13][CH:12]=1)(=[O:10])=[O:9]. The catalyst class is: 54. (6) Reactant: [F:1][C:2]([F:25])([F:24])[C:3]1[CH:23]=[CH:22][CH:21]=[CH:20][C:4]=1[C:5]([N:7]1[CH2:12][CH2:11][N:10](C(OC(C)(C)C)=O)[CH2:9][CH2:8]1)=[O:6].C(O)(C(F)(F)F)=O. Product: [F:25][C:2]([F:1])([F:24])[C:3]1[CH:23]=[CH:22][CH:21]=[CH:20][C:4]=1[C:5]([N:7]1[CH2:8][CH2:9][NH:10][CH2:11][CH2:12]1)=[O:6]. The catalyst class is: 2. (7) Reactant: Br[CH2:2][C:3]([C:5]1[CH:10]=[CH:9][C:8]([O:11][C:12]([F:15])([F:14])[F:13])=[CH:7][CH:6]=1)=O.[C:16]([NH2:19])(=[S:18])[CH3:17]. Product: [CH3:17][C:16]1[S:18][CH:2]=[C:3]([C:5]2[CH:10]=[CH:9][C:8]([O:11][C:12]([F:15])([F:14])[F:13])=[CH:7][CH:6]=2)[N:19]=1. The catalyst class is: 8. (8) Reactant: C([Li])CCC.[C:6]([O:10][C:11]([N:13]1[CH:17]=[CH:16][CH2:15][CH2:14]1)=[O:12])([CH3:9])([CH3:8])[CH3:7].CN(C)[CH:20]=[O:21].[Cl-].[NH4+].[BH4-].[Na+]. Product: [C:6]([O:10][C:11]([N:13]1[CH2:14][CH2:15][CH:16]=[C:17]1[CH2:20][OH:21])=[O:12])([CH3:9])([CH3:7])[CH3:8]. The catalyst class is: 193. (9) Reactant: [CH3:1][C:2]1[N:3]([CH2:21][C@@H:22]2[CH2:26][CH2:25][CH2:24][O:23]2)[C:4]([C:10]2[CH:15]=[CH:14][CH:13]=[CH:12][C:11]=2[O:16][C:17]([F:20])([F:19])[F:18])=[CH:5][C:6]=1[C:7](O)=[O:8].CN(C(O[N:35]1N=N[C:37]2[CH:38]=[CH:39][CH:40]=[CH:41][C:36]1=2)=[N+](C)C)C.[B-](F)(F)(F)F.C(N(CC)C(C)C)(C)C.C1(N)CCCCC1. Product: [CH:36]1([NH:35][C:7]([C:6]2[CH:5]=[C:4]([C:10]3[CH:15]=[CH:14][CH:13]=[CH:12][C:11]=3[O:16][C:17]([F:18])([F:19])[F:20])[N:3]([CH2:21][C@@H:22]3[CH2:26][CH2:25][CH2:24][O:23]3)[C:2]=2[CH3:1])=[O:8])[CH2:41][CH2:40][CH2:39][CH2:38][CH2:37]1. The catalyst class is: 9. (10) Reactant: [Cl:1][C:2]1[CH:7]=[CH:6][C:5]([NH:8]C(=O)OC(C)(C)C)=[C:4]([C:16]2[CH:21]=[CH:20][N:19]([CH2:22][C:23]3[NH:24][C:25]([C:28]4[CH:33]=[CH:32][C:31]([NH:34][C:35]([O:37][CH3:38])=[O:36])=[CH:30][CH:29]=4)=[CH:26][N:27]=3)[C:18](=[O:39])[CH:17]=2)[CH:3]=1.Cl.C(=O)([O-])O.[Na+]. Product: [NH2:8][C:5]1[CH:6]=[CH:7][C:2]([Cl:1])=[CH:3][C:4]=1[C:16]1[CH:21]=[CH:20][N:19]([CH2:22][C:23]2[NH:24][C:25]([C:28]3[CH:33]=[CH:32][C:31]([NH:34][C:35](=[O:36])[O:37][CH3:38])=[CH:30][CH:29]=3)=[CH:26][N:27]=2)[C:18](=[O:39])[CH:17]=1. The catalyst class is: 12.